Dataset: Catalyst prediction with 721,799 reactions and 888 catalyst types from USPTO. Task: Predict which catalyst facilitates the given reaction. (1) Reactant: [OH:1][C:2]1[CH:11]=[CH:10][CH:9]=[C:8]2[C:3]=1[CH:4]=[CH:5][CH:6]=[N:7]2.[Br:12][CH2:13][CH2:14]Br.C(=O)([O-])[O-].[K+].[K+]. Product: [N:7]1[C:8]2[C:3](=[C:2]([O:1][CH2:14][CH2:13][Br:12])[CH:11]=[CH:10][CH:9]=2)[CH:4]=[CH:5][CH:6]=1. The catalyst class is: 311. (2) The catalyst class is: 2. Product: [OH:34][CH2:33][C:30]([CH3:31])([CH3:32])[CH2:29][C:25]1[CH:24]=[C:23]([C:17]2([C:12]3[CH:11]=[C:16]([CH2:11][C:12]([CH3:17])([CH3:13])[CH2:3][OH:4])[CH:15]=[CH:14][CH:13]=3)[S:18][CH2:19][CH2:20][CH2:21][S:22]2)[CH:28]=[CH:27][CH:26]=1. Reactant: [Li+].[BH4-].[CH3:3][OH:4].C(OC(=O)C(C)(C)C[C:11]1[CH:16]=[CH:15][CH:14]=[CH:13][C:12]=1[C:17]1([C:23]2[CH:28]=[CH:27][CH:26]=[C:25]([CH2:29][C:30]([C:33](OCC)=[O:34])([CH3:32])[CH3:31])[CH:24]=2)[S:22][CH2:21][CH2:20][CH2:19][S:18]1)C.[NH4+].[Cl-]. (3) Reactant: [H-].[Na+].I[CH2:4][CH2:5][CH2:6][C:7]([CH3:12])([N+:9]([O-:11])=[O:10])[CH3:8].[F:13][C:14]1[CH:24]=[CH:23][C:17]2[N:18]([CH3:22])[C:19](=[O:21])[NH:20][C:16]=2[CH:15]=1. Product: [F:13][C:14]1[CH:24]=[CH:23][C:17]2[N:18]([CH3:22])[C:19](=[O:21])[N:20]([CH2:4][CH2:5][CH2:6][C:7]([CH3:12])([N+:9]([O-:11])=[O:10])[CH3:8])[C:16]=2[CH:15]=1. The catalyst class is: 3. (4) Reactant: [CH3:1][C:2]1[C:3]([NH2:11])=[C:4]([CH:8]=[CH:9][CH:10]=1)[C:5]([OH:7])=O.[Br:12][C:13]1[CH:18]=[CH:17][CH:16]=[CH:15][C:14]=1[N:19]=[C:20]=[S:21]. Product: [Br:12][C:13]1[CH:18]=[CH:17][CH:16]=[CH:15][C:14]=1[N:19]1[C:5](=[O:7])[C:4]2[C:3](=[C:2]([CH3:1])[CH:10]=[CH:9][CH:8]=2)[NH:11][C:20]1=[S:21]. The catalyst class is: 8. (5) Reactant: [CH3:1][N:2]1[C:6]([C:7]2[CH:8]=[C:9]3[C:13](=[CH:14][CH:15]=2)[NH:12][C:11](=[O:16])[CH2:10]3)=[CH:5][C:4]([C:17]([F:20])([F:19])[F:18])=[N:3]1.C(C1C=C(C)C=C(C(C)(C)C)N=1)(C)(C)C.[F:36][C:37]([F:50])([F:49])[S:38](O[S:38]([C:37]([F:50])([F:49])[F:36])(=[O:40])=[O:39])(=[O:40])=[O:39]. The catalyst class is: 2. Product: [CH3:1][N:2]1[C:6]([C:7]2[CH:8]=[C:9]3[C:13](=[CH:14][CH:15]=2)[NH:12][C:11]([O:16][S:38]([C:37]([F:50])([F:49])[F:36])(=[O:40])=[O:39])=[CH:10]3)=[CH:5][C:4]([C:17]([F:20])([F:18])[F:19])=[N:3]1. (6) Reactant: [O:1]([C:8]1[CH:15]=[CH:14][C:11](C=O)=[C:10]([B:16]2[O:20][C:19](C)(C)[C:18]([CH3:24])(C)[O:17]2)[CH:9]=1)[C:2]1[CH:7]=[CH:6][CH:5]=[CH:4][CH:3]=1.[C:25]([Si:29]([CH3:37])([CH3:36])[O:30][CH2:31]CC[Mg]Br)([CH3:28])([CH3:27])[CH3:26].[NH4+].[Cl-]. Product: [C:25]([Si:29]([CH3:37])([CH3:36])[O:30][CH2:31][CH2:24][CH2:18][CH:19]1[O:20][B:16]([OH:17])[C:10]2[CH:9]=[C:8]([O:1][C:2]3[CH:3]=[CH:4][CH:5]=[CH:6][CH:7]=3)[CH:15]=[CH:14][C:11]1=2)([CH3:28])([CH3:27])[CH3:26]. The catalyst class is: 1. (7) Reactant: [CH:1]1[CH:2]=[CH:3][C:4]([O:7][C:8]2[C:9]([N:21]3[CH2:25][CH2:24][CH2:23][CH2:22]3)=[CH:10][C:11]([C:18]([OH:20])=[O:19])=[CH:12][C:13]=2[S:14]([NH2:17])(=[O:16])=[O:15])=[CH:5][CH:6]=1.[OH-].[CH2:27]([N+:43]([CH3:46])([CH3:45])[CH3:44])[CH2:28][CH2:29][CH2:30][CH2:31][CH2:32][CH2:33][CH2:34][CH2:35][CH2:36][CH2:37][CH2:38][CH2:39][CH2:40][CH2:41][CH3:42]. Product: [NH2:17][S:14]([C:13]1[CH:12]=[C:11]([CH:10]=[C:9]([N:21]2[CH2:25][CH2:24][CH2:23][CH2:22]2)[C:8]=1[O:7][C:4]1[CH:5]=[CH:6][CH:1]=[CH:2][CH:3]=1)[C:18]([O-:20])=[O:19])(=[O:16])=[O:15].[CH2:27]([N+:43]([CH3:46])([CH3:44])[CH3:45])[CH2:28][CH2:29][CH2:30][CH2:31][CH2:32][CH2:33][CH2:34][CH2:35][CH2:36][CH2:37][CH2:38][CH2:39][CH2:40][CH2:41][CH3:42]. The catalyst class is: 6. (8) Reactant: CC1C=C(C)C=C(C)C=1S([O-])(=O)=O.[NH2:14][N+:15]1[CH:20]=[CH:19][CH:18]=[C:17]([O:21][CH3:22])[CH:16]=1.C(=O)([O-])[O-].[K+].[K+].O1CCOCC1.[O:35]=[C:36]([C:44]1[N:49]=[C:48]([C:50]([O:52][CH3:53])=[O:51])[CH:47]=[CH:46][CH:45]=1)[C:37]#[C:38][C:39]1[CH:43]=[CH:42][S:41][CH:40]=1. Product: [CH3:22][O:21][C:17]1[CH:18]=[CH:19][C:20]2[N:15]([N:14]=[C:38]([C:39]3[CH:43]=[CH:42][S:41][CH:40]=3)[C:37]=2[C:36]([C:44]2[N:49]=[C:48]([C:50]([O:52][CH3:53])=[O:51])[CH:47]=[CH:46][CH:45]=2)=[O:35])[CH:16]=1. The catalyst class is: 6. (9) Reactant: [C:1]([C:5]1[CH:9]=[C:8]([NH:10][C:11](=[O:19])OC2C=CC=CC=2)[N:7]([CH3:20])[N:6]=1)([CH3:4])([CH3:3])[CH3:2].Cl.Cl.[NH2:23][C:24]1[CH:29]=[CH:28][C:27]([NH:30][C:31](=[O:50])[C:32]2[CH:37]=[CH:36][C:35]([O:38][CH:39]3[CH2:44][C:43]([CH3:46])([CH3:45])[N:42]([CH3:47])[C:41]([CH3:49])([CH3:48])[CH2:40]3)=[CH:34][N:33]=2)=[CH:26][CH:25]=1.C(N(CC)CC)C. Product: [C:1]([C:5]1[CH:9]=[C:8]([NH:10][C:11](=[O:19])[NH:23][C:24]2[CH:29]=[CH:28][C:27]([NH:30][C:31](=[O:50])[C:32]3[CH:37]=[CH:36][C:35]([O:38][CH:39]4[CH2:44][C:43]([CH3:45])([CH3:46])[N:42]([CH3:47])[C:41]([CH3:49])([CH3:48])[CH2:40]4)=[CH:34][N:33]=3)=[CH:26][CH:25]=2)[N:7]([CH3:20])[N:6]=1)([CH3:2])([CH3:3])[CH3:4]. The catalyst class is: 630. (10) Product: [CH2:1]([O:3][C@H:4]1[CH2:9][CH2:8][C@H:7]([N:10]2[CH2:11][CH2:12][CH:13]([NH:16][C:17]3[C:18]([NH2:25])=[CH:19][C:20]([F:24])=[C:21]([CH3:23])[CH:22]=3)[CH2:14][CH2:15]2)[CH2:6][CH2:5]1)[CH3:2]. Reactant: [CH2:1]([O:3][C@H:4]1[CH2:9][CH2:8][C@H:7]([N:10]2[CH2:15][CH2:14][CH:13]([NH:16][C:17]3[CH:22]=[C:21]([CH3:23])[C:20]([F:24])=[CH:19][C:18]=3[N+:25]([O-])=O)[CH2:12][CH2:11]2)[CH2:6][CH2:5]1)[CH3:2].O.NN. The catalyst class is: 171.